This data is from Catalyst prediction with 721,799 reactions and 888 catalyst types from USPTO. The task is: Predict which catalyst facilitates the given reaction. (1) Reactant: C([O:8][C:9](=[O:41])[C:10]1[CH:15]=[CH:14][C:13]([N:16]([CH:38]2[CH2:40][CH2:39]2)[C:17]([C:19]2[CH:24]=[CH:23][N:22]3[N:25]=[CH:26][C:27]([C:28]4[CH:33]=[CH:32][C:31]([C:34](=[O:37])[NH:35][CH3:36])=[CH:30][CH:29]=4)=[C:21]3[CH:20]=2)=[O:18])=[N:12][CH:11]=1)C1C=CC=CC=1. Product: [CH:38]1([N:16]([C:13]2[CH:14]=[CH:15][C:10]([C:9]([OH:41])=[O:8])=[CH:11][N:12]=2)[C:17]([C:19]2[CH:24]=[CH:23][N:22]3[N:25]=[CH:26][C:27]([C:28]4[CH:29]=[CH:30][C:31]([C:34](=[O:37])[NH:35][CH3:36])=[CH:32][CH:33]=4)=[C:21]3[CH:20]=2)=[O:18])[CH2:39][CH2:40]1. The catalyst class is: 261. (2) Reactant: [C:1]([CH:3]([C:20]1[CH:25]=[CH:24][CH:23]=[CH:22][C:21]=1[O:26][CH3:27])[NH:4][C:5](=[O:19])[C@H:6]([CH2:15][CH:16]([CH3:18])[CH3:17])[NH:7][C:8]1[CH:13]=[CH:12][N:11]=[C:10](F)[N:9]=1)#[N:2].[NH:28]1[CH2:33][CH2:32][O:31][CH2:30][CH2:29]1.C(N(CC)C(C)C)(C)C.C(OCC)(=O)C.CCCC(C)C. Product: [C:1]([CH:3]([C:20]1[CH:25]=[CH:24][CH:23]=[CH:22][C:21]=1[O:26][CH3:27])[NH:4][C:5](=[O:19])[C@H:6]([CH2:15][CH:16]([CH3:18])[CH3:17])[NH:7][C:8]1[CH:13]=[CH:12][N:11]=[C:10]([N:28]2[CH2:33][CH2:32][O:31][CH2:30][CH2:29]2)[N:9]=1)#[N:2]. The catalyst class is: 7. (3) Reactant: [N:1]1[CH:6]=[CH:5][N:4]=[CH:3][C:2]=1[C:7]1[CH:32]=[CH:31][C:10]([CH2:11][O:12][C:13]2[CH:21]=[CH:20][C:19]3[NH:18][C:17]4[CH:22]([CH2:25][C:26]([O:28]CC)=[O:27])[CH2:23][CH2:24][C:16]=4[C:15]=3[CH:14]=2)=[CH:9][CH:8]=1.[OH-].[Li+].Cl. Product: [N:1]1[CH:6]=[CH:5][N:4]=[CH:3][C:2]=1[C:7]1[CH:32]=[CH:31][C:10]([CH2:11][O:12][C:13]2[CH:21]=[CH:20][C:19]3[NH:18][C:17]4[CH:22]([CH2:25][C:26]([OH:28])=[O:27])[CH2:23][CH2:24][C:16]=4[C:15]=3[CH:14]=2)=[CH:9][CH:8]=1. The catalyst class is: 12. (4) Reactant: [C:1]1([N:7]2[C:11]([NH:12][C:13](=[O:21])[O:14][C:15]3[CH:20]=[CH:19][CH:18]=[CH:17][CH:16]=3)=[C:10]3[CH2:22][S:23][CH2:24][C:9]3=[N:8]2)[CH:6]=[CH:5][CH:4]=[CH:3][CH:2]=1.ClC1C=C(C=CC=1)C(OO)=[O:30]. Product: [O:30]=[S:23]1[CH2:22][C:10]2[C:9](=[N:8][N:7]([C:1]3[CH:2]=[CH:3][CH:4]=[CH:5][CH:6]=3)[C:11]=2[NH:12][C:13](=[O:21])[O:14][C:15]2[CH:20]=[CH:19][CH:18]=[CH:17][CH:16]=2)[CH2:24]1. The catalyst class is: 1. (5) Reactant: C1N(P(Cl)(N2C(=O)OCC2)=O)C(=O)OC1.[CH3:16][O:17][C:18]1[CH:19]=[C:20](/[CH:30]=[CH:31]/[C:32]([OH:34])=O)[CH:21]=[CH:22][C:23]=1[N:24]1[CH:28]=[C:27]([CH3:29])[N:26]=[CH:25]1.[NH2:35][N:36]1[CH2:41][CH2:40][CH2:39][CH:38]([C:42]2[CH:47]=[CH:46][C:45]([F:48])=[CH:44][C:43]=2[Br:49])[C:37]1=[O:50].O. Product: [Br:49][C:43]1[CH:44]=[C:45]([F:48])[CH:46]=[CH:47][C:42]=1[CH:38]1[CH2:39][CH2:40][CH2:41][N:36]([NH:35][C:32](=[O:34])/[CH:31]=[CH:30]/[C:20]2[CH:21]=[CH:22][C:23]([N:24]3[CH:28]=[C:27]([CH3:29])[N:26]=[CH:25]3)=[C:18]([O:17][CH3:16])[CH:19]=2)[C:37]1=[O:50]. The catalyst class is: 39. (6) Reactant: [CH3:1][CH:2]([CH2:24][CH3:25])[CH2:3][O:4][C:5]1[N:13]=[C:12]2[C:8]([N:9]=[C:10]([O:21]C)[N:11]2[CH2:14][CH:15]2[CH2:20][CH2:19][O:18][CH2:17][CH2:16]2)=[C:7]([NH2:23])[N:6]=1.Cl.[OH-].[Na+]. Product: [NH2:23][C:7]1[N:6]=[C:5]([O:4][CH2:3][CH:2]([CH3:1])[CH2:24][CH3:25])[N:13]=[C:12]2[C:8]=1[NH:9][C:10](=[O:21])[N:11]2[CH2:14][CH:15]1[CH2:16][CH2:17][O:18][CH2:19][CH2:20]1. The catalyst class is: 71. (7) Reactant: [Cl:1][C:2]1[C:3]([F:29])=[C:4]([CH:26]=[CH:27][CH:28]=1)[NH:5][C:6]1[C:15]2[C:10](=[CH:11][C:12]([O:24][CH3:25])=[C:13]([O:16][CH2:17][CH:18]3CCNC[CH2:19]3)[CH:14]=2)[N:9]=[CH:8][N:7]=1.C=O. Product: [Cl:1][C:2]1[C:3]([F:29])=[C:4]([CH:26]=[CH:27][CH:28]=1)[NH:5][C:6]1[C:15]2[C:10](=[CH:11][C:12]([O:24][CH3:25])=[C:13]([O:16][CH:17]3[CH2:18][CH2:19][N:5]([CH3:6])[CH2:4][CH2:3]3)[CH:14]=2)[N:9]=[CH:8][N:7]=1. The catalyst class is: 106. (8) The catalyst class is: 280. Product: [C:3]12([C:15]3[C:14](=[CH2:9])[CH:18]=[CH:17][CH:16]=3)[CH2:4][CH:5]([CH2:6][CH2:7]1)[CH2:1][CH2:2]2. Reactant: [CH2:1]1[CH:5]2[CH2:6][C:7](=O)[CH:3]([CH2:4]2)[CH2:2]1.[CH3:9][O-].[Na+].CO.[CH:14]1[CH2:18][CH:17]=[CH:16][CH:15]=1. (9) Reactant: [F:1][C:2]1[C:10]([O:11][C:12]2[C:17]3=[C:18]([CH3:25])[C:19](C(O)(C)C)=[CH:20][N:16]3[N:15]=[CH:14][N:13]=2)=[CH:9][CH:8]=[C:7]2[C:3]=1[CH:4]=[C:5]([CH3:26])[NH:6]2.[Br:27][CH2:28][CH2:29]Br.C(=O)([O-])[O-:32].[K+].[K+]. Product: [Br:27][CH2:28][CH2:29][O:32][C:19]1[C:18]([CH3:25])=[C:17]2[N:16]([CH:20]=1)[N:15]=[CH:14][N:13]=[C:12]2[O:11][C:10]1[C:2]([F:1])=[C:3]2[C:7](=[CH:8][CH:9]=1)[NH:6][C:5]([CH3:26])=[CH:4]2. The catalyst class is: 245. (10) Reactant: [CH3:1][O:2][C:3]([C:5]1[CH:10]=[C:9]([Br:11])[C:8](=[O:12])[N:7]([C@@H:13]([C:15]2[CH:20]=[CH:19][CH:18]=[CH:17][CH:16]=2)[CH3:14])[C:6]=1[CH3:21])=[O:4].[Br:22]N1C(=O)CCC1=O.C(OOC(=O)C1C=CC=CC=1)(=O)C1C=CC=CC=1. Product: [CH3:1][O:2][C:3]([C:5]1[CH:10]=[C:9]([Br:11])[C:8](=[O:12])[N:7]([C@@H:13]([C:15]2[CH:16]=[CH:17][CH:18]=[CH:19][CH:20]=2)[CH3:14])[C:6]=1[CH2:21][Br:22])=[O:4]. The catalyst class is: 53.